The task is: Predict which catalyst facilitates the given reaction.. This data is from Catalyst prediction with 721,799 reactions and 888 catalyst types from USPTO. (1) Reactant: CO[N:3]=[C:4]1[C:12]2[C:7](=[N:8][CH:9]=[CH:10][CH:11]=2)[O:6][CH2:5]1. Product: [O:6]1[C:7]2=[N:8][CH:9]=[CH:10][CH:11]=[C:12]2[CH:4]([NH2:3])[CH2:5]1. The catalyst class is: 834. (2) Reactant: C[Al](C)C.CCCCCCC.[CH3:12][O:13][C:14]1[C:19]([NH2:20])=[CH:18][CH:17]=[CH:16][N:15]=1.[Cl:21][C:22]1[CH:23]=[C:24]([C:29](OC)=[O:30])[CH:25]=[N:26][C:27]=1[Cl:28]. Product: [Cl:21][C:22]1[CH:23]=[C:24]([C:29]([NH:20][C:19]2[C:14]([O:13][CH3:12])=[N:15][CH:16]=[CH:17][CH:18]=2)=[O:30])[CH:25]=[N:26][C:27]=1[Cl:28]. The catalyst class is: 2.